Predict the product of the given reaction. From a dataset of Forward reaction prediction with 1.9M reactions from USPTO patents (1976-2016). (1) Given the reactants [F:1][CH:2]([F:17])[C:3]1[CH:11]=[CH:10][C:6]([C:7]([OH:9])=[O:8])=[C:5]([CH2:12][CH2:13][CH2:14][O:15][CH3:16])[N:4]=1.CN(C)C=O.C(Cl)(=O)C(Cl)=O.[CH:29]12[CH2:36][CH:33]([CH2:34][CH2:35]1)[C:32](=[O:37])[CH2:31][C:30]2=O, predict the reaction product. The product is: [O:37]=[C:32]1[CH:33]2[CH2:36][CH:29]([CH2:35][CH2:34]2)[C:30]([O:8][C:7](=[O:9])[C:6]2[CH:10]=[CH:11][C:3]([CH:2]([F:1])[F:17])=[N:4][C:5]=2[CH2:12][CH2:13][CH2:14][O:15][CH3:16])=[CH:31]1. (2) Given the reactants C(OC([N:8]1[CH2:13][CH2:12][CH:11]([NH:14][C:15]2[C:20]3[CH2:21][CH2:22][CH2:23][C:19]=3[N:18]=[C:17]([Cl:24])[N:16]=2)[CH2:10][CH2:9]1)=O)(C)(C)C, predict the reaction product. The product is: [ClH:24].[ClH:24].[Cl:24][C:17]1[N:16]=[C:15]([NH:14][CH:11]2[CH2:10][CH2:9][NH:8][CH2:13][CH2:12]2)[C:20]2[CH2:21][CH2:22][CH2:23][C:19]=2[N:18]=1.